Dataset: Peptide-MHC class II binding affinity with 134,281 pairs from IEDB. Task: Regression. Given a peptide amino acid sequence and an MHC pseudo amino acid sequence, predict their binding affinity value. This is MHC class II binding data. (1) The peptide sequence is QVPLVQQQQYLGQQQP. The MHC is DRB1_0901 with pseudo-sequence DRB1_0901. The binding affinity (normalized) is 0.105. (2) The peptide sequence is NLNIKLNMPLYIAGN. The MHC is DRB1_1101 with pseudo-sequence DRB1_1101. The binding affinity (normalized) is 0.194.